From a dataset of Reaction yield outcomes from USPTO patents with 853,638 reactions. Predict the reaction yield, written as a fraction of the theoretical maximum amount of product (1.0 means a 100% yield; for example, 0.34 means a 34% yield). (1) The reactants are [N+:1]([C:4]1[CH:8]=[CH:7][NH:6][N:5]=1)([O-:3])=[O:2].CC1C=CC(S(O[CH2:20][CH2:21][S:22]([CH3:25])(=[O:24])=[O:23])(=O)=O)=CC=1.C(=O)([O-])[O-].[K+].[K+]. The yield is 0.810. The product is [CH3:25][S:22]([CH2:21][CH2:20][N:6]1[CH:7]=[CH:8][C:4]([N+:1]([O-:3])=[O:2])=[N:5]1)(=[O:24])=[O:23]. The catalyst is CN(C=O)C.C(OCC)(=O)C. (2) The reactants are [NH2:1][C:2]1[CH:22]=[CH:21][C:5]([CH2:6][C:7]2[N:12]=[C:11]([N:13]([CH3:15])[CH3:14])[C:10]([CH2:16][C:17]([O:19][CH3:20])=[O:18])=[CH:9][N:8]=2)=[CH:4][CH:3]=1.Cl[C:24]([O:26][CH2:27][C:28]1[CH:33]=[CH:32][CH:31]=[CH:30][CH:29]=1)=[O:25]. The catalyst is N1C=CC=CC=1.ClCCl. The product is [CH2:27]([O:26][C:24]([NH:1][C:2]1[CH:3]=[CH:4][C:5]([CH2:6][C:7]2[N:12]=[C:11]([N:13]([CH3:15])[CH3:14])[C:10]([CH2:16][C:17]([O:19][CH3:20])=[O:18])=[CH:9][N:8]=2)=[CH:21][CH:22]=1)=[O:25])[C:28]1[CH:33]=[CH:32][CH:31]=[CH:30][CH:29]=1. The yield is 0.920. (3) The reactants are [Si](Cl)(C)(C)C.BrCCBr.Br[C:11]1[S:12][CH:13]=[CH:14][N:15]=1.Br[C:17]1[CH2:22][CH2:21][CH2:20][C:19](=[O:23])[CH:18]=1.[Cl-].[NH4+]. The catalyst is [Zn].Cl[Pd](Cl)([P](C1C=CC=CC=1)(C1C=CC=CC=1)C1C=CC=CC=1)[P](C1C=CC=CC=1)(C1C=CC=CC=1)C1C=CC=CC=1.C1COCC1.CN(C)C(=O)C. The product is [S:12]1[CH:13]=[CH:14][N:15]=[C:11]1[C:17]1[CH2:22][CH2:21][CH2:20][C:19](=[O:23])[CH:18]=1. The yield is 0.280. (4) The reactants are C(=O)([O-])[O-].[K+].[K+].[C:7]([C:9]1[C:10]([NH:25]C(=O)C(F)(F)F)=[C:11]([O:23][CH3:24])[C:12]([F:22])=[C:13]([C:16]2[CH:21]=[CH:20][CH:19]=[CH:18][CH:17]=2)[C:14]=1[CH3:15])#[N:8]. The catalyst is CO. The product is [NH2:25][C:10]1[C:11]([O:23][CH3:24])=[C:12]([F:22])[C:13]([C:16]2[CH:21]=[CH:20][CH:19]=[CH:18][CH:17]=2)=[C:14]([CH3:15])[C:9]=1[C:7]#[N:8]. The yield is 0.910. (5) The reactants are [H-].[Na+].[C:3]([C:7]1[CH:8]=[C:9]2[C:14](=[C:15]([F:17])[CH:16]=1)[C:13](=[O:18])[NH:12][N:11]=[CH:10]2)([CH3:6])([CH3:5])[CH3:4].[Br:19][C:20]1[CH:21]=[C:22]([F:29])[C:23]([CH2:27]Br)=[C:24]([F:26])[CH:25]=1.O. The catalyst is CN(C=O)C. The product is [Br:19][C:20]1[CH:21]=[C:22]([F:29])[C:23]([CH2:27][N:12]2[N:11]=[CH:10][C:9]3[C:14](=[C:15]([F:17])[CH:16]=[C:7]([C:3]([CH3:6])([CH3:4])[CH3:5])[CH:8]=3)[C:13]2=[O:18])=[C:24]([F:26])[CH:25]=1. The yield is 0.570. (6) No catalyst specified. The yield is 0.880. The product is [CH3:25][O:18][C:17]([C:16]1[CH:20]=[C:21]([OH:24])[C:22]2[O:23][C:1]([CH3:2])=[N:13][C:14]=2[CH:15]=1)=[O:19].[O:9]1[C:10]2[CH:11]=[CH:20][CH:21]=[CH:22][C:14]=2[N:13]=[CH:1]1. The reactants are [C:1]([O:9][CH2:10][CH3:11])(OCC)(OCC)[CH3:2].Cl.[NH2:13][C:14]1[CH:15]=[C:16]([CH:20]=[C:21]([OH:24])[C:22]=1[OH:23])[C:17]([OH:19])=[O:18].[CH3:25]CCCCC. (7) The reactants are [N:1]1([C:6]2[CH:11]=[CH:10][CH:9]=[CH:8][C:7]=2[P:12]2[C:17]([CH3:19])([CH3:18])[CH2:16][C:15](=O)[CH2:14][C:13]2([CH3:22])[CH3:21])[CH:5]=[CH:4][CH:3]=[CH:2]1.C(O)COCCO.O.NN.[OH-].[K+]. The catalyst is O.C(OCC)(=O)C. The product is [CH3:21][C:13]1([CH3:22])[CH2:14][CH2:15][CH2:16][C:17]([CH3:18])([CH3:19])[P:12]1[C:7]1[CH:8]=[CH:9][CH:10]=[CH:11][C:6]=1[N:1]1[CH:5]=[CH:4][CH:3]=[CH:2]1. The yield is 0.970. (8) The reactants are Br[C:2]1[N:7]=[C:6]([O:8][CH3:9])[C:5]([N+:10]([O-:12])=[O:11])=[CH:4][CH:3]=1.[C:13]([O:17][C:18](=[O:26])[N:19]([CH2:23][CH2:24][OH:25])[CH2:20][CH2:21][CH3:22])([CH3:16])([CH3:15])[CH3:14].C([O-])([O-])=O.[K+].[K+]. The catalyst is CN(C)C=O. The product is [C:13]([O:17][C:18](=[O:26])[N:19]([CH2:23][CH2:24][O:25][C:2]1[CH:3]=[CH:4][C:5]([N+:10]([O-:12])=[O:11])=[C:6]([O:8][CH3:9])[N:7]=1)[CH2:20][CH2:21][CH3:22])([CH3:14])([CH3:15])[CH3:16]. The yield is 0.369. (9) The reactants are C([O:8][C:9]1[CH:18]=[C:17]2[C:12]([C:13](=[O:51])[C:14]([O:41][CH2:42][P:43](=[O:50])([O:47][CH2:48][CH3:49])[O:44][CH2:45][CH3:46])=[C:15]([C:19]3[CH:24]=[CH:23][C:22]([O:25]CC4C=CC=CC=4)=[C:21]([O:33]CC4C=CC=CC=4)[CH:20]=3)[O:16]2)=[CH:11][CH:10]=1)C1C=CC=CC=1. The catalyst is [Pd].C(O)C. The product is [OH:33][C:21]1[CH:20]=[C:19]([C:15]2[O:16][C:17]3[C:12]([C:13](=[O:51])[C:14]=2[O:41][CH2:42][P:43](=[O:50])([O:47][CH2:48][CH3:49])[O:44][CH2:45][CH3:46])=[CH:11][CH:10]=[C:9]([OH:8])[CH:18]=3)[CH:24]=[CH:23][C:22]=1[OH:25]. The yield is 0.990. (10) The reactants are [C:1]([C:3]1[CH:4]=[C:5]2[C:10](=[CH:11][C:12]=1[O:13][CH2:14][C@H:15]1[CH2:17][O:16]1)[N:9]=[CH:8][CH:7]=[C:6]2[O:18][C:19]1[CH:24]=[CH:23][C:22]([NH:25][C:26]([NH:28][C:29]2[CH:34]=[CH:33][C:32]([F:35])=[CH:31][CH:30]=2)=[O:27])=[CH:21][CH:20]=1)#[N:2].[CH2:36]([NH:38][CH2:39][CH3:40])[CH3:37]. The catalyst is O1CCCC1. The product is [C:1]([C:3]1[CH:4]=[C:5]2[C:10](=[CH:11][C:12]=1[O:13][CH2:14][C@H:15]([OH:16])[CH2:17][N:38]([CH2:39][CH3:40])[CH2:36][CH3:37])[N:9]=[CH:8][CH:7]=[C:6]2[O:18][C:19]1[CH:24]=[CH:23][C:22]([NH:25][C:26]([NH:28][C:29]2[CH:30]=[CH:31][C:32]([F:35])=[CH:33][CH:34]=2)=[O:27])=[CH:21][CH:20]=1)#[N:2]. The yield is 0.547.